From a dataset of Experimentally validated miRNA-target interactions with 360,000+ pairs, plus equal number of negative samples. Binary Classification. Given a miRNA mature sequence and a target amino acid sequence, predict their likelihood of interaction. (1) The miRNA is mmu-miR-770-3p with sequence CGUGGGCCUGACGUGGAGCUGG. The protein sequence of the target gene is MFRCGGLAAGALKQKLVPLVRTVCVRSPRQRNRLPGNLFQRWHVPLELQMTRQMASSGASGGKIDNSVLVLIVGLSTVGAGAYAYKTMKEDEKRYNERISGLGLTPEQKQKKAALSASEGEEVPQDKAPSHVPFLLIGGGTAAFAAARSIRARDPGARVLIVSEDPELPYMRPPLSKELWFSDDPNVTKTLRFKQWNGKERSIYFQPPSFYVSAQDLPHIENGGVAVLTGKKVVQLDVRDNMVKLNDGSQITYEKCLIATGGTPRSLSAIDRAGAEVKSRTTLFRKIGDFRSLEKISREV.... Result: 0 (no interaction). (2) The miRNA is hsa-miR-100-3p with sequence CAAGCUUGUAUCUAUAGGUAUG. The protein sequence of the target gene is MASVSSATFSGHGARSLLQFLRLVGQLKRVPRTGWVYRNVQRPESVSDHMYRMAVMAMVIKDDRLNKDRCVRLALVHDMAECIVGDIAPADNIPKEEKHRREEEAMKQITQLLPEDLRKELYELWEEYETQSSAEAKFVKQLDQCEMILQASEYEDLEHKPGRLQDFYDSTAGKFNHPEIVQLVSELEAERSTNIAAAASEPHS. Result: 0 (no interaction). (3) The miRNA is hsa-miR-935 with sequence CCAGUUACCGCUUCCGCUACCGC. The protein sequence of the target gene is MAHRGGERDFQTSARRMGTSLLFQLSVHERELDLVFLDHSYAKPWSAHPDASSARPTRMLFVTPRRQHESTIESDVPIDVETVTSTPMPLYDNQKARSVMNECERHVIFARTDADAPPPPEDWEEHVNRTGWTMAQNKLFNKILKALQSDRLARLANEGACNEPVLRRVAVDKCARRVRQALASVSWDTKLIQWLHTTLVETLSLPMLAAYLDALQTLKGKIPTLIDRMLVSSNTKTGAAGAEALSLLLKRPWDPAVGVLSHNKPSKLPGSPLILIASSGPSSSVFPTSRRHRFWQSQLS.... Result: 0 (no interaction). (4) The miRNA is hsa-miR-17-5p with sequence CAAAGUGCUUACAGUGCAGGUAG. The protein sequence of the target gene is MMAVDIEYRYNCMAPSLRQERFAFKISPKPSKPLRPCIQLSSKNEASGMVAPAVQEKKVKKRVSFADNQGLALTMVKVFSEFDDPLDMPFNITELLDNIVSLTTAESESFVLDFSQPSADYLDFRNRLQADHVCLENCVLKDKAIAGTVKVQNLAFEKTVKIRMTFDTWKSYTDFPCQYVKDTYAGSDRDTFSFDISLPEKIQSYERMEFAVYYECNGQTYWDSNRGKNYRIIRAELKSTQGMTKPHSGPDLGISFDQFGSPRCSYGLFPEWPSYLGYEKLGPYY. Result: 1 (interaction). (5) The miRNA is hsa-miR-4763-3p with sequence AGGCAGGGGCUGGUGCUGGGCGGG. The protein sequence of the target gene is MAPLLLQLAVLGAALAAAALVLISIVAFTTATKMPALHRHEEEKFFLNAKGQKETLPSIWDSPTKQLSVVVPSYNEEKRLPVMMDEALSYLEKRQKRDPAFTYEVIVVDDGSKDQTSKVAFKYCQKYGSDKVRVITLVKNRGKGGAIRMGIFSSRGEKILMADADGATKFPDVEKLEKGLNDLQPWPNQMAIACGSRAHLEKESIAQRSYFRTLLMYGFHFLVWFLCVKGIRDTQCGFKLFTREAASRTFSSLHVERWAFDVELLYIAQFFKIPIAEIAVNWTEIEGSKLVPFWSWLQMG.... Result: 0 (no interaction). (6) The miRNA is hsa-miR-6509-3p with sequence UUCCACUGCCACUACCUAAUUU. The protein sequence of the target gene is MTDGILGKAATMEIPIHGNGEARQLPEDDGLEQDLQQVMVSGPNLNETSIVSGGYGGSGDGLIPTGSGRHPSHSTTPSGPGDEVARGIAGEKFDIVKKWGINTYKCTKQLLSERFGRGSRTVDLELELQIELLRETKRKYESVLQLGRALTAHLYSLLQTQHALGDAFADLSQKSPELQEEFGYNAETQKLLCKNGETLLGAVNFFVSSINTLVTKTMEDTLMTVKQYEAARLEYDAYRTDLEELSLGPRDAGTRGRLESAQATFQAHRDKYEKLRGDVAIKLKFLEENKIKVMHKQLLL.... Result: 1 (interaction). (7) The miRNA is hsa-miR-548ag with sequence AAAGGUAAUUGUGGUUUCUGC. The protein sequence of the target gene is MATPGSEPQAFAPALSVTALHPHLHQHHQHHQHHQHHGGTGGTGFNLPLNRGLERALEEAANSGGLNLSARKLKEFPRTTAPGHDLSDTVRADLSKNRLVEVPMELCQFVSLEILNLYHNCIRVIPEAIVNLQMLTHLNLSRNQLSALPACLCGLPLKVLIASNNKLGSLPEEIGQLKQLMELDVSCNEITALPQQIGQLKSLRELNVRRNYLKVLPPELVDLPLVKFDFSCNKVLVIPVCFREMKQLQVLLLENNPLQSPPAQICTKGKVHIFKYLSIQACQIKTSDSLYLPTIERPHL.... Result: 0 (no interaction).